From a dataset of Full USPTO retrosynthesis dataset with 1.9M reactions from patents (1976-2016). Predict the reactants needed to synthesize the given product. (1) Given the product [Cl:52][C:23]1[CH:22]=[C:21]([S:18]([CH2:17][C:14]2[C:8]([C:9]([O:11][CH2:12][CH3:13])=[O:10])=[C:7]([O:28][CH3:29])[C:6]([C:3]3[CH:4]=[CH:5][O:1][CH:2]=3)=[CH:16][CH:15]=2)(=[O:20])=[O:19])[CH:26]=[CH:25][CH:24]=1, predict the reactants needed to synthesize it. The reactants are: [O:1]1[CH:5]=[CH:4][C:3]([C:6]2[C:7]([O:28][CH3:29])=[C:8]([C:14]([CH2:17][S:18]([C:21]3[CH:26]=[CH:25][CH:24]=[CH:23][C:22]=3C)(=[O:20])=[O:19])=[CH:15][CH:16]=2)[C:9]([O:11][CH2:12][CH3:13])=[O:10])=[CH:2]1.BrC1C(OC)=C(C(CS(C2C=CC=C([Cl:52])C=2)(=O)=O)=CC=1)C(OCC)=O.O1C=CC(B(O)O)=C1. (2) Given the product [Br:18][C:11]1[CH:12]=[C:13]([C:14]([F:16])([F:17])[F:15])[C:8]2[N:9]([CH:19]=[C:6]([C:4]([OH:5])=[O:3])[N:7]=2)[CH:10]=1, predict the reactants needed to synthesize it. The reactants are: C([O:3][C:4]([C:6]1[N:7]=[C:8]2[C:13]([C:14]([F:17])([F:16])[F:15])=[CH:12][C:11]([Br:18])=[CH:10][N:9]2[CH:19]=1)=[O:5])C.Cl.